Dataset: Full USPTO retrosynthesis dataset with 1.9M reactions from patents (1976-2016). Task: Predict the reactants needed to synthesize the given product. (1) Given the product [Cl:1][C:2]1[N:3]=[CH:4][NH:5][C:6]=1[C:7]([NH:9][CH2:10][C:11]1[CH:16]=[CH:15][C:14]([Cl:17])=[C:13]([O:18][C:19]2[CH:24]=[C:23]([CH:25]3[CH2:27][CH2:26]3)[CH:22]=[C:21]([Cl:28])[CH:20]=2)[C:12]=1[F:29])=[O:8], predict the reactants needed to synthesize it. The reactants are: [Cl:1][C:2]1[N:3]=[CH:4][N:5](COCC[Si](C)(C)C)[C:6]=1[C:7]([NH:9][CH2:10][C:11]1[CH:16]=[CH:15][C:14]([Cl:17])=[C:13]([O:18][C:19]2[CH:24]=[C:23]([CH:25]3[CH2:27][CH2:26]3)[CH:22]=[C:21]([Cl:28])[CH:20]=2)[C:12]=1[F:29])=[O:8].C(O)(C(F)(F)F)=O. (2) Given the product [CH3:26][S:27]([O:1][CH2:2][CH2:3][CH2:4][CH2:5][CH2:6][CH2:7][O:8][CH2:9][CH2:10][CH2:11][CH2:12][C:13]1[CH:18]=[CH:17][CH:16]=[C:15]([N:19]2[C:23](=[O:24])[CH2:22][NH:21][C:20]2=[O:25])[CH:14]=1)(=[O:29])=[O:28], predict the reactants needed to synthesize it. The reactants are: [OH:1][CH2:2][CH2:3][CH2:4][CH2:5][CH2:6][CH2:7][O:8][CH2:9][CH2:10][CH2:11][CH2:12][C:13]1[CH:14]=[C:15]([N:19]2[C:23](=[O:24])[CH2:22][NH:21][C:20]2=[O:25])[CH:16]=[CH:17][CH:18]=1.[CH3:26][S:27](Cl)(=[O:29])=[O:28]. (3) Given the product [F:24][C:25]1[CH:35]=[CH:34][C:33]([F:36])=[CH:32][C:26]=1[CH:27]=[CH:28][C:29]([NH:10][C@H:9]([C:11]([O:13][CH3:14])=[O:12])[CH2:8][C:7]1[CH:6]=[CH:5][C:4]([O:3][CH3:2])=[CH:16][CH:15]=1)=[O:30], predict the reactants needed to synthesize it. The reactants are: Cl.[CH3:2][O:3][C:4]1[CH:16]=[CH:15][C:7]([CH2:8][C@@H:9]([C:11]([O:13][CH3:14])=[O:12])[NH2:10])=[CH:6][CH:5]=1.C(N(CC)CC)C.[F:24][C:25]1[CH:35]=[CH:34][C:33]([F:36])=[CH:32][C:26]=1[CH:27]=[CH:28][C:29](O)=[O:30].CCN=C=NCCCN(C)C.Cl. (4) Given the product [C:1]([O:5][C:6](=[O:23])[NH:7][C:8]1[CH:13]=[CH:12][C:11]([C:14]2[CH:19]=[CH:18][C:17]([F:20])=[CH:16][C:15]=2[F:21])=[CH:10][C:9]=1[NH:22][C:29](=[O:30])[CH2:28][C:27]([C:32]1[CH:37]=[CH:36][CH:35]=[C:34]([N:38]2[CH:42]=[CH:41][N:40]=[C:39]2[CH3:43])[CH:33]=1)=[O:26])([CH3:4])([CH3:2])[CH3:3], predict the reactants needed to synthesize it. The reactants are: [C:1]([O:5][C:6](=[O:23])[NH:7][C:8]1[CH:13]=[CH:12][C:11]([C:14]2[CH:19]=[CH:18][C:17]([F:20])=[CH:16][C:15]=2[F:21])=[CH:10][C:9]=1[NH2:22])([CH3:4])([CH3:3])[CH3:2].CC1(C)[O:30][C:29](=O)[CH:28]=[C:27]([C:32]2[CH:37]=[CH:36][CH:35]=[C:34]([N:38]3[CH:42]=[CH:41][N:40]=[C:39]3[CH3:43])[CH:33]=2)[O:26]1. (5) Given the product [S:8]1[C:12]2[CH:13]=[CH:14][CH:15]=[CH:16][C:11]=2[N:10]=[C:9]1[S:17]([N:20]1[CH2:25][CH2:24][N:23]([C:47](=[O:48])[CH2:46][N:43]2[CH:42]=[N:41][C:40]3[C:39](=[O:50])[NH:38][C:37]([NH:36][C:34]([O:33][CH2:32][C:31]4[CH:51]=[CH:52][C:53]([O:54][CH3:55])=[C:29]([O:28][CH3:27])[CH:30]=4)=[O:35])=[N:45][C:44]2=3)[CH2:22][C:21]1=[O:26])(=[O:19])=[O:18], predict the reactants needed to synthesize it. The reactants are: FC(F)(F)C(O)=O.[S:8]1[C:12]2[CH:13]=[CH:14][CH:15]=[CH:16][C:11]=2[N:10]=[C:9]1[S:17]([N:20]1[CH2:25][CH2:24][NH:23][CH2:22][C:21]1=[O:26])(=[O:19])=[O:18].[CH3:27][O:28][C:29]1[CH:30]=[C:31]([CH:51]=[CH:52][C:53]=1[O:54][CH3:55])[CH2:32][O:33][C:34]([NH:36][C:37]1[NH:38][C:39](=[O:50])[C:40]2[N:41]=[CH:42][N:43]([CH2:46][C:47](O)=[O:48])[C:44]=2[N:45]=1)=[O:35]. (6) Given the product [F:33][C:20]1[CH:21]=[C:22]([C:25]2[C:26]([C:31]#[N:32])=[CH:27][CH:28]=[CH:29][CH:30]=2)[CH:23]=[CH:24][C:19]=1[CH2:18][C:15]1[C:16](=[O:17])[N:11]([C@H:9]2[CH2:10][C@H:7]([O:6][CH2:5][C:7]([OH:6])([CH3:10])[CH3:8])[CH2:8]2)[C:12]2[N:13]([N:37]=[CH:38][N:39]=2)[C:14]=1[CH2:34][CH2:35][CH3:36], predict the reactants needed to synthesize it. The reactants are: C(OC(=O)[CH2:5][O:6][C@H:7]1[CH2:10][C@H:9]([N:11]2[C:16](=[O:17])[C:15]([CH2:18][C:19]3[CH:24]=[CH:23][C:22]([C:25]4[CH:30]=[CH:29][CH:28]=[CH:27][C:26]=4[C:31]#[N:32])=[CH:21][C:20]=3[F:33])=[C:14]([CH2:34][CH2:35][CH3:36])[N:13]3[N:37]=[CH:38][N:39]=[C:12]23)[CH2:8]1)C.C[Mg]Br.Cl. (7) Given the product [F:7][C:6]([F:8])([S:9]([O-:12])(=[O:11])=[O:10])[CH:2]([F:1])[CH2:3][CH2:4][OH:5].[Na+:13], predict the reactants needed to synthesize it. The reactants are: [F:1][C:2](=[C:6]([F:8])[F:7])[CH2:3][CH2:4][OH:5].[S:9]([O-:12])([OH:11])=[O:10].[Na+:13].S([O-])([O-])=O.[Na+].[Na+].